From a dataset of hERG potassium channel inhibition data for cardiac toxicity prediction from Karim et al.. Regression/Classification. Given a drug SMILES string, predict its toxicity properties. Task type varies by dataset: regression for continuous values (e.g., LD50, hERG inhibition percentage) or binary classification for toxic/non-toxic outcomes (e.g., AMES mutagenicity, cardiotoxicity, hepatotoxicity). Dataset: herg_karim. (1) The drug is Fc1ccccc1-c1nc(COc2ccc3c(c2)[C@H](N2CCN(C4CCCC4)CC2)CC3)no1. The result is 1 (blocker). (2) The compound is CCOC(=O)C1=C(CN2CCOC[C@H]2C(=O)O)NC(c2nccs2)=N[C@H]1c1ccc(Cl)cc1Cl. The result is 0 (non-blocker). (3) The drug is O=C(CC1CCN(Cc2ccn(-c3ccc(C(F)(F)F)cc3)c2)CC1)N1CCOC(C(=O)N2CCCC2)C1. The result is 0 (non-blocker). (4) The compound is N[C@H](C(=O)N1CCSC1)C1CCCCC1. The result is 0 (non-blocker). (5) The drug is C[C@@H]1CCCN1CCc1cc2cc(-c3cc(C#N)ccn3)ccc2o1. The result is 1 (blocker).